This data is from Drug-target binding data from BindingDB using IC50 measurements. The task is: Regression. Given a target protein amino acid sequence and a drug SMILES string, predict the binding affinity score between them. We predict pIC50 (pIC50 = -log10(IC50 in M); higher means more potent). Dataset: bindingdb_ic50. (1) The drug is Nc1nccc(-c2csc(N)n2)n1. The target protein sequence is MLDKIVIANRGEIALRILRACKELGIKTVAVHSSADRDLKHVLLADETVCIGPAPSVKSYLNIPAIISAAEITGAVAIHPGYGFLSENANFAEQVERSGFIFIGPKAETIRLMGDKVSAIAAMKKAGVPCVPGSDGPLGDDMDKNRAIAKRIGYPVIIKASGGGGGRGMRVVRGDAELAQSISMTRAEAKAAFSNDMVYMEKYLENPRHVEIQVLADGQGNAIYLAERDCSMQRRHQKVVEEAPAPGITPELRRYIGERCAKACVDIGYRGAGTFEFLFENGEFYFIEMNTRIQVEHPVTEMITGVDLIKEQLRIAAGQPLSIKQEEVHVRGHAVECRINAEDPNTFLPSPGKITRFHAPGGFGVRWESHIYAGYTVPPYYDSMIGKLICYGENRDVAIARMKNALQELIIDGIKTNVDLQIRIMNDENFQHGGTNIHYLEKKLGLQEK. The pIC50 is 4.9. (2) The small molecule is CC1(C)[C@@H]2CC[C@@]1(C)[C@@H](NC(=O)[C@H](CC1CCCCC1)NS(=O)(=O)N[C@@H](CC1CCC(N)CC1)C(=O)O)C2. The target protein (Q96IY4) has sequence MKLCSLAVLVPIVLFCEQHVFAFQSGQVLAALPRTSRQVQVLQNLTTTYEIVLWQPVTADLIVKKKQVHFFVNASDVDNVKAHLNVSGIPCSVLLADVEDLIQQQISNDTVSPRASASYYEQYHSLNEIYSWIEFITERHPDMLTKIHIGSSFEKYPLYVLKVSGKEQAAKNAIWIDCGIHAREWISPAFCLWFIGHITQFYGIIGQYTNLLRLVDFYVMPVVNVDGYDYSWKKNRMWRKNRSFYANNHCIGTDLNRNFASKHWCEEGASSSSCSETYCGLYPESEPEVKAVASFLRRNINQIKAYISMHSYSQHIVFPYSYTRSKSKDHEELSLVASEAVRAIEKISKNTRYTHGHGSETLYLAPGGGDDWIYDLGIKYSFTIELRDTGTYGFLLPERYIKPTCREAFAAVSKIAWHVIRNV. The pIC50 is 4.5.